This data is from Full USPTO retrosynthesis dataset with 1.9M reactions from patents (1976-2016). The task is: Predict the reactants needed to synthesize the given product. The reactants are: [F:1][C:2]([F:7])([F:6])[C:3]([OH:5])=[O:4].NCCCOC1C=CC(NC(=O)[C@@H](NC(=O)CNC(=O)C2C=CC=C(NC(N)=N)C=2)CC(O)=O)=CC=1.C(OC([NH:51][CH2:52][CH2:53][O:54][C:55]1[CH:60]=[CH:59][C:58]([NH:61][C:62](=[O:103])[C@@H:63]([NH:72][C:73](=[O:102])[CH2:74][NH:75][C:76](=[O:101])[C:77]2[CH:82]=[CH:81][CH:80]=[C:79]([N:83]=[C:84]([NH:93]C(=O)OC(C)(C)C)[NH:85]C(=O)OC(C)(C)C)[CH:78]=2)[CH2:64][C:65]([O:67]C(C)(C)C)=[O:66])=[CH:57][CH:56]=1)=O)(C)(C)C. Given the product [F:1][C:2]([F:7])([F:6])[C:3]([OH:5])=[O:4].[NH2:51][CH2:52][CH2:53][O:54][C:55]1[CH:60]=[CH:59][C:58]([NH:61][C:62](=[O:103])[C@@H:63]([NH:72][C:73](=[O:102])[CH2:74][NH:75][C:76](=[O:101])[C:77]2[CH:82]=[CH:81][CH:80]=[C:79]([NH:83][C:84]([NH2:93])=[NH:85])[CH:78]=2)[CH2:64][C:65]([OH:67])=[O:66])=[CH:57][CH:56]=1, predict the reactants needed to synthesize it.